Dataset: Catalyst prediction with 721,799 reactions and 888 catalyst types from USPTO. Task: Predict which catalyst facilitates the given reaction. (1) Reactant: [CH3:1][S:2]([O-:4])=[O:3].[Na+].Cl[CH:7]([CH3:13])[C:8]([O:10][CH2:11][CH3:12])=[O:9]. Product: [CH3:1][S:2]([CH:7]([CH3:13])[C:8]([O:10][CH2:11][CH3:12])=[O:9])(=[O:4])=[O:3]. The catalyst class is: 8. (2) Reactant: C1(P(C2C=CC=CC=2)C2C=CC=CC=2)C=CC=CC=1.BrN1C(=O)CCC1=O.[Cl:28][C:29]1[CH:30]=[C:31]([C@@H:39]([CH2:43][CH:44]2[CH2:48][CH2:47][CH2:46][CH2:45]2)[C:40]([OH:42])=O)[CH:32]=[CH:33][C:34]=1[S:35]([CH3:38])(=[O:37])=[O:36].[NH2:49][C:50]1[CH:55]=[N:54][C:53]([Br:56])=[CH:52][N:51]=1.N1C=CC=CC=1. Product: [Br:56][C:53]1[N:54]=[CH:55][C:50]([NH:49][C:40](=[O:42])[C@@H:39]([C:31]2[CH:32]=[CH:33][C:34]([S:35]([CH3:38])(=[O:36])=[O:37])=[C:29]([Cl:28])[CH:30]=2)[CH2:43][CH:44]2[CH2:48][CH2:47][CH2:46][CH2:45]2)=[N:51][CH:52]=1. The catalyst class is: 2. (3) Reactant: [I:1][C:2]1[C:3]([NH:13][C:14]([C:16]2[C:17]([CH3:27])=[N:18][N:19]([CH:21]3[CH2:26][CH2:25][CH2:24][CH2:23][O:22]3)[CH:20]=2)=[O:15])=[CH:4][C:5]2[CH2:6][C:7](=[O:12])[CH2:8][CH2:9][C:10]=2[CH:11]=1.C(=O)([O-])[O-].[Cs+].[Cs+].[C:34]([O:38][C:39](=[O:45])[NH:40][CH2:41][CH2:42][CH2:43]Br)([CH3:37])([CH3:36])[CH3:35]. Product: [I:1][C:2]1[C:3]([N:13]([C:14]([C:16]2[C:17]([CH3:27])=[N:18][N:19]([CH:21]3[CH2:26][CH2:25][CH2:24][CH2:23][O:22]3)[CH:20]=2)=[O:15])[CH2:43][CH2:42][CH2:41][NH:40][C:39](=[O:45])[O:38][C:34]([CH3:37])([CH3:36])[CH3:35])=[CH:4][C:5]2[CH2:6][C:7](=[O:12])[CH2:8][CH2:9][C:10]=2[CH:11]=1. The catalyst class is: 3. (4) Reactant: [Cl:1][C:2]1[N:3]([CH2:10][CH2:11][C@@H:12]([OH:25])[CH2:13][O:14]S(C2C=CC(C)=CC=2)(=O)=O)[CH:4]=[C:5]([N+:7]([O-:9])=[O:8])[N:6]=1.[CH3:26][N:27]([CH2:39][CH2:40][CH:41]1[CH2:46][CH2:45][N:44]([C:47]2[CH:52]=[CH:51][C:50](O)=[CH:49][CH:48]=2)[CH2:43][CH2:42]1)[C:28]1[CH:33]=[CH:32][C:31]([O:34][C:35]([F:38])([F:37])[F:36])=[CH:30][CH:29]=1.P([O-])([O-])([O-])=O.[K+].[K+].[K+].[I-].[Na+]. Product: [Cl:1][C:2]1[N:3]([CH2:10][CH2:11][C@@H:12]([OH:25])[CH2:13][O:14][C:50]2[CH:49]=[CH:48][C:47]([N:44]3[CH2:45][CH2:46][CH:41]([CH2:40][CH2:39][N:27]([CH3:26])[C:28]4[CH:29]=[CH:30][C:31]([O:34][C:35]([F:38])([F:36])[F:37])=[CH:32][CH:33]=4)[CH2:42][CH2:43]3)=[CH:52][CH:51]=2)[CH:4]=[C:5]([N+:7]([O-:9])=[O:8])[N:6]=1. The catalyst class is: 162. (5) Reactant: [F:1][C:2]1[CH:3]=[C:4]([C:8]2[C:17]3[C:12](=[CH:13][C:14]([O:18][CH3:19])=[CH:15][CH:16]=3)[C:11](=[O:20])[NH:10][N:9]=2)[CH:5]=[CH:6][CH:7]=1.[Li+].C[Si]([N-][Si](C)(C)C)(C)C.Br[CH2:32][C:33]([N:35]([CH3:46])[C:36]1[CH:45]=[CH:44][C:39]2[N:40]=[C:41]([CH3:43])[O:42][C:38]=2[CH:37]=1)=[O:34]. Product: [F:1][C:2]1[CH:3]=[C:4]([C:8]2[C:17]3[C:12](=[CH:13][C:14]([O:18][CH3:19])=[CH:15][CH:16]=3)[C:11](=[O:20])[N:10]([CH2:32][C:33]([N:35]([CH3:46])[C:36]3[CH:45]=[CH:44][C:39]4[N:40]=[C:41]([CH3:43])[O:42][C:38]=4[CH:37]=3)=[O:34])[N:9]=2)[CH:5]=[CH:6][CH:7]=1. The catalyst class is: 20. (6) Reactant: [CH3:1][C:2]1[C:3](=[O:9])[NH:4][C:5](=[S:8])[NH:6][N:7]=1.[OH-].[Na+].[CH3:12]I. Product: [CH3:1][C:2]1[C:3](=[O:9])[NH:4][C:5]([S:8][CH3:12])=[N:6][N:7]=1. The catalyst class is: 8. (7) Reactant: [NH2:1][C:2]1[CH:3]=[C:4]([CH:7]=[CH:8][C:9]=1[CH:10]1[N:14]2[CH:15]=[N:16][CH:17]=[C:13]2[CH2:12][CH2:11]1)[C:5]#[N:6].CCN(CC)CC.[C:25](Cl)(=[O:29])[CH2:26][CH2:27][CH3:28]. Product: [C:5]([C:4]1[CH:7]=[CH:8][C:9]([CH:10]2[N:14]3[CH:15]=[N:16][CH:17]=[C:13]3[CH2:12][CH2:11]2)=[C:2]([NH:1][C:25](=[O:29])[CH2:26][CH2:27][CH3:28])[CH:3]=1)#[N:6]. The catalyst class is: 3. (8) Reactant: Cl.[NH2:2][CH2:3][C:4]1[CH:13]=[CH:12][CH:11]=[C:10]2[C:5]=1[C:6](=[O:23])[N:7]([CH:15]1[CH2:20][CH2:19][C:18](=[O:21])[NH:17][C:16]1=[O:22])[C:8]([CH3:14])=[N:9]2.[Cl:24][C:25]1[CH:26]=[C:27]([CH:31]=[CH:32][C:33]=1[Cl:34])[C:28](Cl)=[O:29].C(N(CC)C(C)C)(C)C. Product: [Cl:24][C:25]1[CH:26]=[C:27]([CH:31]=[CH:32][C:33]=1[Cl:34])[C:28]([NH:2][CH2:3][C:4]1[CH:13]=[CH:12][CH:11]=[C:10]2[C:5]=1[C:6](=[O:23])[N:7]([CH:15]1[CH2:20][CH2:19][C:18](=[O:21])[NH:17][C:16]1=[O:22])[C:8]([CH3:14])=[N:9]2)=[O:29]. The catalyst class is: 10. (9) Product: [C:28]([O:31][CH2:32][C:33]1[C:34]([N:48]2[CH2:59][CH2:58][N:57]3[C:50](=[CH:51][C:52]4[CH2:53][C:54]([CH3:61])([CH3:60])[CH2:55][C:56]=43)[C:49]2=[O:62])=[N:35][CH:36]=[CH:37][C:38]=1[C:2]1[CH:3]=[C:4]([NH:10][C:11]2[CH:16]=[CH:15][C:14]([N:17]3[CH2:22][CH2:21][N:20]([CH2:23][CH2:24][O:25][CH3:26])[CH2:19][C@@H:18]3[CH3:27])=[CH:13][N:12]=2)[C:5](=[O:9])[N:6]([CH3:8])[CH:7]=1)(=[O:30])[CH3:29]. The catalyst class is: 712. Reactant: Br[C:2]1[CH:3]=[C:4]([NH:10][C:11]2[CH:16]=[CH:15][C:14]([N:17]3[CH2:22][CH2:21][N:20]([CH2:23][CH2:24][O:25][CH3:26])[CH2:19][C@@H:18]3[CH3:27])=[CH:13][N:12]=2)[C:5](=[O:9])[N:6]([CH3:8])[CH:7]=1.[C:28]([O:31][CH2:32][C:33]1[C:34]([N:48]2[CH2:59][CH2:58][N:57]3[C:50](=[CH:51][C:52]4[CH2:53][C:54]([CH3:61])([CH3:60])[CH2:55][C:56]=43)[C:49]2=[O:62])=[N:35][CH:36]=[CH:37][C:38]=1B1OC(C)(C)C(C)(C)O1)(=[O:30])[CH3:29].[O-]P([O-])([O-])=O.[K+].[K+].[K+].C([O-])(=O)C.[Na+]. (10) Reactant: [CH2:1]([O:3][C:4](=[O:32])[CH2:5][N:6]1[CH2:10][C@@H:9]([C:11]([O:13]CC2C=CC=CC=2)=[O:12])[N:8](C(OCC2C=CC=CC=2)=O)[C:7]1=[O:31])[CH3:2]. Product: [CH2:1]([O:3][C:4](=[O:32])[CH2:5][N:6]1[CH2:10][C@@H:9]([C:11]([OH:13])=[O:12])[NH:8][C:7]1=[O:31])[CH3:2]. The catalyst class is: 43.